From a dataset of Forward reaction prediction with 1.9M reactions from USPTO patents (1976-2016). Predict the product of the given reaction. (1) Given the reactants [F:1][C:2]1[CH:7]=[CH:6][C:5]([CH3:8])=[CH:4][C:3]=1[NH:9][C:10]([NH:12][C:13]1[CH:44]=[CH:43][C:16]([O:17][C:18]2[CH:23]=[CH:22][N:21]=[C:20]([C:24]3[NH:28][CH:27]=[C:26]([C:29]([NH:31][CH2:32][CH2:33][CH2:34][NH:35]C(=O)OC(C)(C)C)=[O:30])[CH:25]=3)[CH:19]=2)=[CH:15][CH:14]=1)=[O:11].FC(F)(F)C(O)=O, predict the reaction product. The product is: [NH2:35][CH2:34][CH2:33][CH2:32][NH:31][C:29]([C:26]1[CH:25]=[C:24]([C:20]2[CH:19]=[C:18]([O:17][C:16]3[CH:15]=[CH:14][C:13]([NH:12][C:10]([NH:9][C:3]4[CH:4]=[C:5]([CH3:8])[CH:6]=[CH:7][C:2]=4[F:1])=[O:11])=[CH:44][CH:43]=3)[CH:23]=[CH:22][N:21]=2)[NH:28][CH:27]=1)=[O:30]. (2) The product is: [CH3:1][C:2]1[CH:7]=[CH:6][C:5]2[O:8]/[C:9](=[CH:18]\[C:17]3[CH:20]=[CH:21][C:22]([O:26][CH3:27])=[C:23]([O:24][CH3:25])[C:16]=3[O:15][CH3:14])/[C:10](=[O:11])/[C:12](=[CH:18]/[C:17]3[CH:20]=[CH:21][C:22]([O:26][CH3:27])=[C:23]([O:24][CH3:25])[C:16]=3[O:15][CH3:14])/[O:13][C:4]=2[CH:3]=1. Given the reactants [CH3:1][C:2]1[CH:7]=[CH:6][C:5]2[O:8][CH2:9][C:10]([CH2:12][O:13][C:4]=2[CH:3]=1)=[O:11].[CH3:14][O:15][C:16]1[C:23]([O:24][CH3:25])=[C:22]([O:26][CH3:27])[CH:21]=[CH:20][C:17]=1[CH:18]=O, predict the reaction product. (3) Given the reactants [C:1]1([S:11]([C:14]2[C:22]3[C:17](=[CH:18][CH:19]=[C:20]([O:23][CH2:24][CH2:25][CH2:26]OS(C4C=CC(C)=CC=4)(=O)=O)[CH:21]=3)[NH:16][N:15]=2)(=[O:13])=[O:12])[C:10]2[C:5](=[CH:6][CH:7]=[CH:8][CH:9]=2)[CH:4]=[CH:3][CH:2]=1.C1COCC1.[CH3:43][NH:44][CH3:45], predict the reaction product. The product is: [CH3:43][N:44]([CH3:45])[CH2:26][CH2:25][CH2:24][O:23][C:20]1[CH:21]=[C:22]2[C:17](=[CH:18][CH:19]=1)[NH:16][N:15]=[C:14]2[S:11]([C:1]1[C:10]2[C:5](=[CH:6][CH:7]=[CH:8][CH:9]=2)[CH:4]=[CH:3][CH:2]=1)(=[O:12])=[O:13]. (4) Given the reactants [O:1]1[C:10]2[C:5](=[CH:6][C:7]([CH:11]=O)=[CH:8][CH:9]=2)[CH2:4][CH2:3][CH2:2]1.CN(C)C(=O)[O-].C[NH2+]C.[C:22]1(=[O:28])[CH2:27][CH2:26][CH2:25][CH2:24][CH2:23]1, predict the reaction product. The product is: [O:1]1[C:10]2[CH:9]=[CH:8][C:7](/[CH:11]=[C:23]3/[C:22](=[O:28])[CH2:27][CH2:26][CH2:25][CH2:24]/3)=[CH:6][C:5]=2[CH2:4][CH2:3][CH2:2]1. (5) Given the reactants Cl[C:2]1[N:7]=[C:6]([O:8][C@@H:9]([C@H:11]2[CH2:15][NH:14][C:13](=[O:16])[CH2:12]2)[CH3:10])[C:5]2=[CH:17][N:18]([CH3:20])[N:19]=[C:4]2[CH:3]=1.[CH:21]1([C:24]2[CH:29]=[CH:28][C:27](B3OC(C)(C)C(C)(C)O3)=[CH:26][N:25]=2)[CH2:23][CH2:22]1.C(=O)([O-])[O-].[Na+].[Na+], predict the reaction product. The product is: [CH:21]1([C:24]2[N:25]=[CH:26][C:27]([C:2]3[N:7]=[C:6]([O:8][C@@H:9]([C@H:11]4[CH2:15][NH:14][C:13](=[O:16])[CH2:12]4)[CH3:10])[C:5]4=[CH:17][N:18]([CH3:20])[N:19]=[C:4]4[CH:3]=3)=[CH:28][CH:29]=2)[CH2:23][CH2:22]1. (6) Given the reactants Br[CH2:2][C:3]1[CH:12]=[CH:11][C:6]([C:7]([O:9][CH3:10])=[O:8])=[CH:5][C:4]=1[N+:13]([O-:15])=[O:14].Cl.[NH2:17][CH2:18][C:19]([O:21][CH3:22])=[O:20].CCN(C(C)C)C(C)C, predict the reaction product. The product is: [CH3:22][O:21][C:19](=[O:20])[CH2:18][NH:17][CH2:2][C:3]1[CH:12]=[CH:11][C:6]([C:7]([O:9][CH3:10])=[O:8])=[CH:5][C:4]=1[N+:13]([O-:15])=[O:14].